From a dataset of Buchwald-Hartwig C-N cross coupling reaction yields with 55,370 reactions. Predict the reaction yield, written as a fraction of the theoretical maximum amount of product (1.0 means a 100% yield; for example, 0.34 means a 34% yield). (1) The reactants are COc1ccc(Br)cc1.Cc1ccc(N)cc1.O=S(=O)(O[Pd]1c2ccccc2-c2ccccc2N~1)C(F)(F)F.CC(C)c1cc(C(C)C)c(-c2ccccc2P(C(C)(C)C)C(C)(C)C)c(C(C)C)c1.CN1CCCN2CCCN=C12.CCOC(=O)c1ccon1. No catalyst specified. The product is COc1ccc(Nc2ccc(C)cc2)cc1. The yield is 0.514. (2) The reactants are COc1ccc(I)cc1.Cc1ccc(N)cc1.O=S(=O)(O[Pd]1c2ccccc2-c2ccccc2N~1)C(F)(F)F.CC(C)c1cc(C(C)C)c(-c2ccccc2P(C(C)(C)C)C(C)(C)C)c(C(C)C)c1.CN(C)C(=NC(C)(C)C)N(C)C.c1ccc(-c2ccon2)cc1. No catalyst specified. The product is COc1ccc(Nc2ccc(C)cc2)cc1. The yield is 0.516. (3) The reactants are Brc1cccnc1.Cc1ccc(N)cc1.O=S(=O)(O[Pd]1c2ccccc2-c2ccccc2N~1)C(F)(F)F.CC(C)c1cc(C(C)C)c(-c2ccccc2P(C2CCCCC2)C2CCCCC2)c(C(C)C)c1.CN(C)C(=NC(C)(C)C)N(C)C.c1ccc2nocc2c1. No catalyst specified. The product is Cc1ccc(Nc2cccnc2)cc1. The yield is 0.0595. (4) The reactants are Clc1ccccn1.Cc1ccc(N)cc1.O=S(=O)(O[Pd]1c2ccccc2-c2ccccc2N~1)C(F)(F)F.CC(C)c1cc(C(C)C)c(-c2ccccc2P(C2CCCCC2)C2CCCCC2)c(C(C)C)c1.CN(C)C(=NC(C)(C)C)N(C)C.c1ccc(-c2ccno2)cc1. No catalyst specified. The product is Cc1ccc(Nc2ccccn2)cc1. The yield is 0.217.